Dataset: Reaction yield outcomes from USPTO patents with 853,638 reactions. Task: Predict the reaction yield, written as a fraction of the theoretical maximum amount of product (1.0 means a 100% yield; for example, 0.34 means a 34% yield). (1) The reactants are BrCCBr.CN(C=O)C.Cl[Si](C)(C)C.I[CH:16]1[CH2:19][N:18]([C:20]([O:22][CH2:23][C:24]2[CH:29]=[CH:28][CH:27]=[CH:26][CH:25]=2)=[O:21])[CH2:17]1.Br[C:31]1[CH:32]=[C:33]2[S:39][C:38]([C:40]([O:42][CH3:43])=[O:41])=[C:37]([NH:44][C:45]([O:47][C:48]([CH3:51])([CH3:50])[CH3:49])=[O:46])[C:34]2=[N:35][CH:36]=1.O1C=CC=C1P(C1OC=CC=1)C1OC=CC=1. The catalyst is [Zn].C1C=CC(/C=C/C(/C=C/C2C=CC=CC=2)=O)=CC=1.C1C=CC(/C=C/C(/C=C/C2C=CC=CC=2)=O)=CC=1.C1C=CC(/C=C/C(/C=C/C2C=CC=CC=2)=O)=CC=1.[Pd].[Pd]. The product is [CH2:23]([O:22][C:20]([N:18]1[CH2:19][CH:16]([C:31]2[CH:32]=[C:33]3[S:39][C:38]([C:40]([O:42][CH3:43])=[O:41])=[C:37]([NH:44][C:45]([O:47][C:48]([CH3:51])([CH3:50])[CH3:49])=[O:46])[C:34]3=[N:35][CH:36]=2)[CH2:17]1)=[O:21])[C:24]1[CH:29]=[CH:28][CH:27]=[CH:26][CH:25]=1. The yield is 0.603. (2) The reactants are [N:1]1([C:7]2[CH:12]=[CH:11][C:10]([NH:13][C:14]([C:16]3[CH:25]=[C:24]([O:26]COCC[Si](C)(C)C)[C:23]4[C:18](=[C:19]([N:37]5[CH2:43][CH2:42][CH2:41][N:40]([CH3:44])[CH2:39][CH2:38]5)[CH:20]=[C:21]([O:35][CH3:36])[CH:22]=4)[N:17]=3)=[O:15])=[CH:9][CH:8]=2)[CH2:6][CH2:5][O:4][CH2:3][CH2:2]1.Cl.[OH-].[Na+]. The catalyst is CO. The product is [N:1]1([C:7]2[CH:8]=[CH:9][C:10]([NH:13][C:14]([C:16]3[NH:17][C:18]4[C:23]([C:24](=[O:26])[CH:25]=3)=[CH:22][C:21]([O:35][CH3:36])=[CH:20][C:19]=4[N:37]3[CH2:43][CH2:42][CH2:41][N:40]([CH3:44])[CH2:39][CH2:38]3)=[O:15])=[CH:11][CH:12]=2)[CH2:6][CH2:5][O:4][CH2:3][CH2:2]1. The yield is 0.800. (3) The reactants are [CH3:1][CH:2]([N:4]1[C:8]([C:9]2[N:10]=[C:11]3[N:21]([CH:22]=2)[CH2:20][CH2:19][O:18][C:17]2[C:12]3=[CH:13][CH:14]=[C:15]([C:23]3[NH:27][N:26]=[CH:25][CH:24]=3)[CH:16]=2)=[N:7][CH:6]=[N:5]1)[CH3:3].CS(O[CH:33]1[CH2:38][CH2:37][N:36]([C:39]([O:41][C:42]([CH3:45])([CH3:44])[CH3:43])=[O:40])[CH2:35][CH2:34]1)(=O)=O.C([O-])([O-])=O.[K+].[K+]. The catalyst is CC#N. The yield is 0.0700. The product is [C:42]([O:41][C:39]([N:36]1[CH2:37][CH2:38][CH:33]([N:27]2[C:23]([C:15]3[CH:16]=[C:17]4[C:12](=[CH:13][CH:14]=3)[C:11]3[N:21]([CH:22]=[C:9]([C:8]5[N:4]([CH:2]([CH3:1])[CH3:3])[N:5]=[CH:6][N:7]=5)[N:10]=3)[CH2:20][CH2:19][O:18]4)=[CH:24][CH:25]=[N:26]2)[CH2:34][CH2:35]1)=[O:40])([CH3:45])([CH3:43])[CH3:44]. (4) The reactants are [CH2:1]([O:19][CH:20]1[CH:25]([O:26][CH2:27][CH2:28][CH2:29][CH2:30][CH2:31][CH2:32][CH2:33][CH2:34][CH2:35][CH2:36][CH2:37][CH2:38][CH2:39][CH2:40][CH2:41][CH2:42][CH2:43][CH3:44])[CH:24]([O:45][CH2:46][CH2:47][CH2:48][CH2:49][CH2:50][CH2:51][CH2:52][CH2:53][CH2:54][CH2:55][CH2:56][CH2:57][CH2:58][CH2:59][CH2:60][CH2:61][CH2:62][CH3:63])[CH2:23][CH:22]([C:64](OC)=[O:65])[CH2:21]1)[CH2:2][CH2:3][CH2:4][CH2:5][CH2:6][CH2:7][CH2:8][CH2:9][CH2:10][CH2:11][CH2:12][CH2:13][CH2:14][CH2:15][CH2:16][CH2:17][CH3:18].CC(C[AlH]CC(C)C)C.Cl. The catalyst is C1COCC1. The product is [CH2:1]([O:19][CH:20]1[CH:25]([O:26][CH2:27][CH2:28][CH2:29][CH2:30][CH2:31][CH2:32][CH2:33][CH2:34][CH2:35][CH2:36][CH2:37][CH2:38][CH2:39][CH2:40][CH2:41][CH2:42][CH2:43][CH3:44])[CH:24]([O:45][CH2:46][CH2:47][CH2:48][CH2:49][CH2:50][CH2:51][CH2:52][CH2:53][CH2:54][CH2:55][CH2:56][CH2:57][CH2:58][CH2:59][CH2:60][CH2:61][CH2:62][CH3:63])[CH2:23][CH:22]([CH2:64][OH:65])[CH2:21]1)[CH2:2][CH2:3][CH2:4][CH2:5][CH2:6][CH2:7][CH2:8][CH2:9][CH2:10][CH2:11][CH2:12][CH2:13][CH2:14][CH2:15][CH2:16][CH2:17][CH3:18]. The yield is 1.00.